From a dataset of Catalyst prediction with 721,799 reactions and 888 catalyst types from USPTO. Predict which catalyst facilitates the given reaction. Product: [C:14]([O:18][C:19](=[O:30])[NH:20][CH2:21][C:22]1[CH:27]=[CH:26][CH:25]=[C:24]([CH2:28][NH:29][C:2]2[N:7]=[C:6]([S:8][C:9]#[N:10])[C:5]([N+:11]([O-:13])=[O:12])=[CH:4][N:3]=2)[CH:23]=1)([CH3:17])([CH3:15])[CH3:16]. The catalyst class is: 14. Reactant: Cl[C:2]1[N:7]=[C:6]([S:8][C:9]#[N:10])[C:5]([N+:11]([O-:13])=[O:12])=[CH:4][N:3]=1.[C:14]([O:18][C:19](=[O:30])[NH:20][CH2:21][C:22]1[CH:27]=[CH:26][CH:25]=[C:24]([CH2:28][NH2:29])[CH:23]=1)([CH3:17])([CH3:16])[CH3:15].